From a dataset of NCI-60 drug combinations with 297,098 pairs across 59 cell lines. Regression. Given two drug SMILES strings and cell line genomic features, predict the synergy score measuring deviation from expected non-interaction effect. (1) Drug 1: C1CCC(CC1)NC(=O)N(CCCl)N=O. Drug 2: CCC1(CC2CC(C3=C(CCN(C2)C1)C4=CC=CC=C4N3)(C5=C(C=C6C(=C5)C78CCN9C7C(C=CC9)(C(C(C8N6C=O)(C(=O)OC)O)OC(=O)C)CC)OC)C(=O)OC)O.OS(=O)(=O)O. Cell line: NCI-H322M. Synergy scores: CSS=6.47, Synergy_ZIP=-0.390, Synergy_Bliss=0.428, Synergy_Loewe=-4.76, Synergy_HSA=-3.47. (2) Drug 1: C1=CC(=CC=C1CCC2=CNC3=C2C(=O)NC(=N3)N)C(=O)NC(CCC(=O)O)C(=O)O. Drug 2: C1C(C(OC1N2C=C(C(=O)NC2=O)F)CO)O. Cell line: HOP-92. Synergy scores: CSS=43.1, Synergy_ZIP=7.47, Synergy_Bliss=10.00, Synergy_Loewe=12.9, Synergy_HSA=14.3. (3) Drug 1: C1=NC2=C(N1)C(=S)N=C(N2)N. Drug 2: B(C(CC(C)C)NC(=O)C(CC1=CC=CC=C1)NC(=O)C2=NC=CN=C2)(O)O. Cell line: HOP-92. Synergy scores: CSS=28.5, Synergy_ZIP=-9.34, Synergy_Bliss=-3.93, Synergy_Loewe=-2.84, Synergy_HSA=-2.66. (4) Drug 1: CC12CCC(CC1=CCC3C2CCC4(C3CC=C4C5=CN=CC=C5)C)O. Drug 2: C(CCl)NC(=O)N(CCCl)N=O. Cell line: HL-60(TB). Synergy scores: CSS=-7.35, Synergy_ZIP=1.72, Synergy_Bliss=-2.69, Synergy_Loewe=-11.5, Synergy_HSA=-9.13. (5) Drug 1: C1CCC(C1)C(CC#N)N2C=C(C=N2)C3=C4C=CNC4=NC=N3. Drug 2: CC1=C(C=C(C=C1)NC2=NC=CC(=N2)N(C)C3=CC4=NN(C(=C4C=C3)C)C)S(=O)(=O)N.Cl. Cell line: NCI/ADR-RES. Synergy scores: CSS=2.25, Synergy_ZIP=0.904, Synergy_Bliss=3.25, Synergy_Loewe=1.56, Synergy_HSA=1.29. (6) Drug 1: CC1=C(C(=CC=C1)Cl)NC(=O)C2=CN=C(S2)NC3=CC(=NC(=N3)C)N4CCN(CC4)CCO. Drug 2: CCN(CC)CCNC(=O)C1=C(NC(=C1C)C=C2C3=C(C=CC(=C3)F)NC2=O)C. Cell line: MDA-MB-435. Synergy scores: CSS=-3.25, Synergy_ZIP=5.40, Synergy_Bliss=5.63, Synergy_Loewe=-0.987, Synergy_HSA=-0.378.